The task is: Regression. Given two drug SMILES strings and cell line genomic features, predict the synergy score measuring deviation from expected non-interaction effect.. This data is from NCI-60 drug combinations with 297,098 pairs across 59 cell lines. (1) Drug 1: N.N.Cl[Pt+2]Cl. Drug 2: CC1C(C(CC(O1)OC2CC(CC3=C2C(=C4C(=C3O)C(=O)C5=CC=CC=C5C4=O)O)(C(=O)C)O)N)O. Cell line: NCI-H522. Synergy scores: CSS=50.1, Synergy_ZIP=11.9, Synergy_Bliss=13.0, Synergy_Loewe=-46.7, Synergy_HSA=8.50. (2) Drug 1: COC1=C(C=C2C(=C1)N=CN=C2NC3=CC(=C(C=C3)F)Cl)OCCCN4CCOCC4. Synergy scores: CSS=29.5, Synergy_ZIP=-2.35, Synergy_Bliss=-3.52, Synergy_Loewe=-5.94, Synergy_HSA=-0.757. Cell line: OVCAR3. Drug 2: C1=CN(C=N1)CC(O)(P(=O)(O)O)P(=O)(O)O. (3) Drug 2: CS(=O)(=O)OCCCCOS(=O)(=O)C. Cell line: PC-3. Synergy scores: CSS=28.3, Synergy_ZIP=-4.44, Synergy_Bliss=2.27, Synergy_Loewe=-6.70, Synergy_HSA=4.55. Drug 1: COC1=C(C=C2C(=C1)N=CN=C2NC3=CC(=C(C=C3)F)Cl)OCCCN4CCOCC4. (4) Drug 1: C1=CC(=CC=C1CC(C(=O)O)N)N(CCCl)CCCl.Cl. Drug 2: CC1=C(N=C(N=C1N)C(CC(=O)N)NCC(C(=O)N)N)C(=O)NC(C(C2=CN=CN2)OC3C(C(C(C(O3)CO)O)O)OC4C(C(C(C(O4)CO)O)OC(=O)N)O)C(=O)NC(C)C(C(C)C(=O)NC(C(C)O)C(=O)NCCC5=NC(=CS5)C6=NC(=CS6)C(=O)NCCC[S+](C)C)O. Cell line: SF-539. Synergy scores: CSS=24.2, Synergy_ZIP=-5.19, Synergy_Bliss=1.63, Synergy_Loewe=-3.41, Synergy_HSA=1.88. (5) Cell line: SK-MEL-5. Drug 2: C1CCC(C(C1)N)N.C(=O)(C(=O)[O-])[O-].[Pt+4]. Drug 1: COC1=C2C(=CC3=C1OC=C3)C=CC(=O)O2. Synergy scores: CSS=10.4, Synergy_ZIP=-6.49, Synergy_Bliss=-10.8, Synergy_Loewe=-26.8, Synergy_HSA=-9.84. (6) Drug 1: CCN(CC)CCCC(C)NC1=C2C=C(C=CC2=NC3=C1C=CC(=C3)Cl)OC. Drug 2: CC1=C(C(=O)C2=C(C1=O)N3CC4C(C3(C2COC(=O)N)OC)N4)N. Cell line: T-47D. Synergy scores: CSS=18.7, Synergy_ZIP=-3.21, Synergy_Bliss=-2.91, Synergy_Loewe=-10.9, Synergy_HSA=-5.68. (7) Drug 1: CC(CN1CC(=O)NC(=O)C1)N2CC(=O)NC(=O)C2. Drug 2: C1=NNC2=C1C(=O)NC=N2. Cell line: NCI/ADR-RES. Synergy scores: CSS=0.770, Synergy_ZIP=-0.805, Synergy_Bliss=0.340, Synergy_Loewe=-0.740, Synergy_HSA=-0.856. (8) Drug 1: CC1=CC=C(C=C1)C2=CC(=NN2C3=CC=C(C=C3)S(=O)(=O)N)C(F)(F)F. Drug 2: CNC(=O)C1=NC=CC(=C1)OC2=CC=C(C=C2)NC(=O)NC3=CC(=C(C=C3)Cl)C(F)(F)F. Cell line: T-47D. Synergy scores: CSS=-1.62, Synergy_ZIP=4.46, Synergy_Bliss=4.86, Synergy_Loewe=1.79, Synergy_HSA=-0.691. (9) Drug 1: CC1=C(C=C(C=C1)NC2=NC=CC(=N2)N(C)C3=CC4=NN(C(=C4C=C3)C)C)S(=O)(=O)N.Cl. Drug 2: COCCOC1=C(C=C2C(=C1)C(=NC=N2)NC3=CC=CC(=C3)C#C)OCCOC.Cl. Cell line: SF-295. Synergy scores: CSS=2.67, Synergy_ZIP=0.119, Synergy_Bliss=1.08, Synergy_Loewe=1.50, Synergy_HSA=1.54. (10) Drug 1: C1=NC2=C(N1)C(=S)N=C(N2)N. Drug 2: CC1=C(C(=O)C2=C(C1=O)N3CC4C(C3(C2COC(=O)N)OC)N4)N. Cell line: OVCAR-4. Synergy scores: CSS=15.5, Synergy_ZIP=-9.62, Synergy_Bliss=-6.26, Synergy_Loewe=-8.55, Synergy_HSA=-5.11.